Dataset: Full USPTO retrosynthesis dataset with 1.9M reactions from patents (1976-2016). Task: Predict the reactants needed to synthesize the given product. (1) The reactants are: S(C1C=CC(C)=CC=1)(O)(=O)=O.[CH3:12][C:13]([NH2:17])([CH3:16])[CH2:14][NH2:15].[CH3:18][O:19][C:20]1[CH:21]=[C:22]([CH:26]([C:30]2[CH:35]=[CH:34][CH:33]=[CH:32][N:31]=2)[CH2:27][C:28]#N)[CH:23]=[CH:24][CH:25]=1. Given the product [CH3:12][C:13]1([CH3:16])[CH2:14][NH:15][C:28]([CH2:27][CH:26]([C:30]2[CH:35]=[CH:34][CH:33]=[CH:32][N:31]=2)[C:22]2[CH:23]=[CH:24][CH:25]=[C:20]([O:19][CH3:18])[CH:21]=2)=[N:17]1, predict the reactants needed to synthesize it. (2) Given the product [Br:1][C:2]1[CH:3]=[C:4]([OH:14])[C:5]([F:8])=[N:6][CH:7]=1, predict the reactants needed to synthesize it. The reactants are: [Br:1][C:2]1[CH:3]=[C:4](B(O)O)[C:5]([F:8])=[N:6][CH:7]=1.C(O)(=[O:14])C.C(OCC)(=O)C.OO.